From a dataset of Full USPTO retrosynthesis dataset with 1.9M reactions from patents (1976-2016). Predict the reactants needed to synthesize the given product. (1) Given the product [Cl:7][C:8]1[CH:9]=[C:10]([C@:15]2([CH2:22][CH:23]3[O:27][CH2:26][CH2:25][O:24]3)[CH2:20][N:19]([C:29]3[CH:34]=[CH:33][CH:32]=[CH:31][N:30]=3)[C:18](=[O:21])[CH2:17][CH2:16]2)[CH:11]=[CH:12][C:13]=1[Cl:14], predict the reactants needed to synthesize it. The reactants are: CC(C)([O-])C.[K+].[Cl:7][C:8]1[CH:9]=[C:10]([C@:15]2([CH2:22][CH:23]3[O:27][CH2:26][CH2:25][O:24]3)[CH2:20][NH:19][C:18](=[O:21])[CH2:17][CH2:16]2)[CH:11]=[CH:12][C:13]=1[Cl:14].F[C:29]1[CH:34]=[CH:33][CH:32]=[CH:31][N:30]=1. (2) Given the product [CH2:1]([N:3]1[C:7](=[NH:8])/[C:6](=[CH:9]/[C:10]2[CH:28]=[CH:27][C:13]([O:14][C:15]3[CH:22]=[CH:21][C:18]([C:19]#[N:20])=[CH:17][C:16]=3[C:23]([F:26])([F:25])[F:24])=[C:12]([O:29][CH3:30])[CH:11]=2)/[N:5]([CH3:32])[C:4]1=[O:31])[CH3:2], predict the reactants needed to synthesize it. The reactants are: [CH2:1]([N:3]1[C:7](=[NH:8])/[C:6](=[CH:9]/[C:10]2[CH:28]=[CH:27][C:13]([O:14][C:15]3[CH:22]=[CH:21][C:18]([C:19]#[N:20])=[CH:17][C:16]=3[C:23]([F:26])([F:25])[F:24])=[C:12]([O:29][CH3:30])[CH:11]=2)/[NH:5][C:4]1=[O:31])[CH3:2].[C:32](=O)([O-])[O-].[K+].[K+].IC.O.